From a dataset of Forward reaction prediction with 1.9M reactions from USPTO patents (1976-2016). Predict the product of the given reaction. Given the reactants Cl.[CH3:2][O:3][C:4]1[CH:12]=[CH:11][C:10]2[N:9]([CH3:13])[C:8]3[C:14]4([CH2:20][CH2:21][C:7]=3[C:6]=2[CH:5]=1)[CH2:19][CH2:18][NH:17][CH2:16][CH2:15]4.C(N(CC)CC)C.[C:29](Cl)(=[O:36])[C:30]1[CH:35]=[CH:34][CH:33]=[CH:32][CH:31]=1, predict the reaction product. The product is: [OH2:3].[C:29]([N:17]1[CH2:18][CH2:19][C:14]2([C:8]3[N:9]([CH3:13])[C:10]4[CH:11]=[CH:12][C:4]([O:3][CH3:2])=[CH:5][C:6]=4[C:7]=3[CH2:21][CH2:20]2)[CH2:15][CH2:16]1)(=[O:36])[C:30]1[CH:35]=[CH:34][CH:33]=[CH:32][CH:31]=1.